Dataset: Full USPTO retrosynthesis dataset with 1.9M reactions from patents (1976-2016). Task: Predict the reactants needed to synthesize the given product. (1) Given the product [CH3:34][O:35][C:36]1[CH:37]=[C:38]([S:44]([NH:47][C:48]2[CH:49]=[CH:50][C:51]([C:54]3[CH:62]=[C:61]4[C:57]([CH2:58][N:59]([C@@H:64]([CH:69]([CH3:71])[CH3:70])[C:65]([OH:67])=[O:66])[C:60]4=[O:63])=[CH:56][CH:55]=3)=[CH:52][CH:53]=2)(=[O:46])=[O:45])[CH:39]=[CH:40][C:41]=1[O:42][CH3:43], predict the reactants needed to synthesize it. The reactants are: CC(C)[C@H](N1CC2C(=CC(C3C=CC(NS(C4C=CC=CC=4)(=O)=O)=CC=3)=CC=2)C1=O)C(O)=O.[CH3:34][O:35][C:36]1[CH:37]=[C:38]([S:44]([NH:47][C:48]2[CH:53]=[CH:52][C:51]([C:54]3[CH:62]=[C:61]4[C:57]([CH2:58][N:59]([C@@H:64]([CH:69]([CH3:71])[CH3:70])[C:65]([O:67]C)=[O:66])[C:60]4=[O:63])=[CH:56][CH:55]=3)=[CH:50][CH:49]=2)(=[O:46])=[O:45])[CH:39]=[CH:40][C:41]=1[O:42][CH3:43]. (2) Given the product [I:1][C:2]1[CH:8]=[CH:7][C:5]([NH:6][N:10]=[C:15]([C:16]([O:18][CH2:19][CH3:20])=[O:17])[C:14]([O:22][CH2:23][CH3:24])=[O:21])=[C:4]([CH3:9])[CH:3]=1, predict the reactants needed to synthesize it. The reactants are: [I:1][C:2]1[CH:8]=[CH:7][C:5]([NH2:6])=[C:4]([CH3:9])[CH:3]=1.[N:10]([O-])=O.[Na+].[C:14]([O:22][CH2:23][CH3:24])(=[O:21])[CH2:15][C:16]([O:18][CH2:19][CH3:20])=[O:17].C([O-])(=O)C.[Na+]. (3) Given the product [F:37][CH:32]([F:38])[O:30][C:5]1[CH:4]=[CH:3][C:2]([F:1])=[CH:7][C:6]=1[C:8]([CH3:28])([CH3:29])[CH2:9][C:10]([OH:27])([C:23]([F:25])([F:26])[F:24])[CH2:11][N:12]1[C:21]2[C:16](=[CH:17][CH:18]=[CH:19][CH:20]=2)[C:15](=[O:22])[CH:14]=[CH:13]1, predict the reactants needed to synthesize it. The reactants are: [F:1][C:2]1[CH:3]=[CH:4][C:5]([OH:30])=[C:6]([C:8]([CH3:29])([CH3:28])[CH2:9][C:10]([OH:27])([C:23]([F:26])([F:25])[F:24])[CH2:11][N:12]2[C:21]3[C:16](=[CH:17][CH:18]=[CH:19][CH:20]=3)[C:15](=[O:22])[CH:14]=[CH:13]2)[CH:7]=1.Cl[C:32]([F:38])([F:37])C(OC)=O.C(=O)([O-])[O-].[Cs+].[Cs+]. (4) Given the product [CH:2]([C:3]1[S:5][C:8]([C:9]([O:11][CH2:12][CH3:13])=[O:10])=[C:14]([CH3:16])[N:4]=1)([CH3:6])[CH3:1], predict the reactants needed to synthesize it. The reactants are: [CH3:1][CH:2]([CH3:6])[C:3](=[S:5])[NH2:4].Cl[CH:8]([C:14]([CH3:16])=O)[C:9]([O:11][CH2:12][CH3:13])=[O:10]. (5) Given the product [OH:46][CH2:45][C@@H:35]1[CH2:36][C@H:37]([N:40]([CH:42]([CH3:43])[CH3:44])[CH3:41])[CH2:38][CH2:39][C@@H:34]1[NH:33][C:10](=[O:12])[CH2:9][NH:8][C:6](=[O:7])[C:5]1[CH:13]=[CH:14][CH:15]=[C:3]([C:2]([F:1])([F:17])[F:16])[CH:4]=1, predict the reactants needed to synthesize it. The reactants are: [F:1][C:2]([F:17])([F:16])[C:3]1[CH:4]=[C:5]([CH:13]=[CH:14][CH:15]=1)[C:6]([NH:8][CH2:9][C:10]([OH:12])=O)=[O:7].CN1CCOCC1.ClC(OCC(C)C)=O.[NH2:33][C@H:34]1[CH2:39][CH2:38][C@@H:37]([N:40]([CH:42]([CH3:44])[CH3:43])[CH3:41])[CH2:36][C@H:35]1[CH2:45][OH:46].